This data is from Forward reaction prediction with 1.9M reactions from USPTO patents (1976-2016). The task is: Predict the product of the given reaction. Given the reactants I.[Cl:2][C:3]1[C:4]2[C:5]3[C:6](=[C:20]([CH3:23])[O:21][N:22]=3)[C:7](=[O:19])[N:8]([CH:13]3[CH2:18][CH2:17][CH2:16][NH:15][CH2:14]3)[C:9]=2[CH:10]=[CH:11][CH:12]=1.[C:24](O)(=[O:33])[CH2:25][CH2:26][C:27]1[CH:32]=[CH:31][CH:30]=[CH:29][CH:28]=1.Cl.CN(C)CCCN=C=NCC.ON1C2N=CC=CC=2N=N1.C(N(CC)CC)C, predict the reaction product. The product is: [Cl:2][C:3]1[C:4]2[C:5]3[C:6](=[C:20]([CH3:23])[O:21][N:22]=3)[C:7](=[O:19])[N:8]([CH:13]3[CH2:18][CH2:17][CH2:16][N:15]([C:24](=[O:33])[CH2:25][CH2:26][C:27]4[CH:32]=[CH:31][CH:30]=[CH:29][CH:28]=4)[CH2:14]3)[C:9]=2[CH:10]=[CH:11][CH:12]=1.